This data is from Catalyst prediction with 721,799 reactions and 888 catalyst types from USPTO. The task is: Predict which catalyst facilitates the given reaction. (1) Reactant: [F:1][C:2]1[CH:3]=[C:4]([C:9]2[O:13][CH:12]=[N:11][C:10]=2[CH3:14])[CH:5]=[CH:6][C:7]=1[CH3:8].[Li+].C[Si]([N-][Si](C)(C)C)(C)C.[Cl:25]C(Cl)(Cl)C(Cl)(Cl)Cl. Product: [Cl:25][C:12]1[O:13][C:9]([C:4]2[CH:5]=[CH:6][C:7]([CH3:8])=[C:2]([F:1])[CH:3]=2)=[C:10]([CH3:14])[N:11]=1. The catalyst class is: 1. (2) Reactant: [NH2:1][CH2:2][C:3]1[N:8]=[CH:7][C:6]([NH:9][C:10]2[N:15]=[C:14]([C:16]3[CH:17]=[CH:18][C:19]([O:24][CH:25]4[CH2:30][CH2:29][O:28][CH2:27][CH2:26]4)=[C:20]([CH:23]=3)[C:21]#[N:22])[CH:13]=[CH:12][N:11]=2)=[CH:5][CH:4]=1.[OH:31][CH2:32][C:33]1C=C(NC2N=C(C3C=CC(OC4CCOCC4)=C(C=3)C#N)C=CN=2)C=[CH:35][N:34]=1.C1C=CC(P(N=[N+]=[N-])(C2C=CC=CC=2)=[O:68])=CC=1.[N-]=[N+]=[N-].[Na+].C1C=CC(P([C:95]2[CH:100]=CC=CC=2)C2C=CC=CC=2)=CC=1. The catalyst class is: 18. Product: [C:21]([C:20]1[CH:23]=[C:16]([C:14]2[CH:13]=[CH:12][N:11]=[C:10]([NH:9][C:6]3[CH:5]=[CH:4][C:3]([CH2:2][NH:1][C:35]([N:34]4[CH2:95][CH2:100][O:31][CH2:32][CH2:33]4)=[O:68])=[N:8][CH:7]=3)[N:15]=2)[CH:17]=[CH:18][C:19]=1[O:24][CH:25]1[CH2:30][CH2:29][O:28][CH2:27][CH2:26]1)#[N:22]. (3) Reactant: CC(C)([O-])C.[K+].[F:7]/[C:8](/[C:24]1[CH:28]=[C:27]([CH3:29])[NH:26][N:25]=1)=[CH:9]\[C:10]1[CH:15]=[CH:14][C:13]([C:16]([CH3:22])([CH3:21])[C:17]([F:20])([F:19])[F:18])=[C:12]([F:23])[CH:11]=1.C([Si](C(C)C)(C(C)C)[O:34][CH2:35][C:36]1([C:39]2[CH:40]=[C:41]([CH:48]=[CH:49][CH:50]=2)[CH2:42]CS([O-])(=O)=O)[CH2:38][CH2:37]1)(C)C.[F-].C([N+](CCCC)(CCCC)CCCC)CCC. Product: [F:7]/[C:8](/[C:24]1[CH:28]=[C:27]([CH3:29])[N:26]([CH2:42][C:41]2[CH:40]=[C:39]([C:36]3([CH2:35][OH:34])[CH2:38][CH2:37]3)[CH:50]=[CH:49][CH:48]=2)[N:25]=1)=[CH:9]\[C:10]1[CH:15]=[CH:14][C:13]([C:16]([CH3:21])([CH3:22])[C:17]([F:19])([F:20])[F:18])=[C:12]([F:23])[CH:11]=1. The catalyst class is: 1. (4) The catalyst class is: 669. Reactant: Cl[C:2]1[N:3]=[CH:4][CH:5]=[C:6]2[C:11](=[O:12])[C:10]([C:13]3[CH:18]=[CH:17][C:16]([C:19]4([NH:23][C:24](=[O:30])[O:25][C:26]([CH3:29])([CH3:28])[CH3:27])[CH2:22][CH2:21][CH2:20]4)=[CH:15][CH:14]=3)=[C:9]([C:31]3[CH:36]=[CH:35][CH:34]=[CH:33][CH:32]=3)[O:8][C:7]=12.C(=O)([O-])[O-].[Na+].[Na+].[CH2:43]([N:47]1[CH:51]=[C:50](B2OC(C)(C)C(C)(C)O2)[CH:49]=[N:48]1)[CH:44]([CH3:46])[CH3:45]. Product: [CH2:43]([N:47]1[CH:51]=[C:50]([C:2]2[N:3]=[CH:4][CH:5]=[C:6]3[C:11](=[O:12])[C:10]([C:13]4[CH:14]=[CH:15][C:16]([C:19]5([NH:23][C:24](=[O:30])[O:25][C:26]([CH3:27])([CH3:28])[CH3:29])[CH2:20][CH2:21][CH2:22]5)=[CH:17][CH:18]=4)=[C:9]([C:31]4[CH:36]=[CH:35][CH:34]=[CH:33][CH:32]=4)[O:8][C:7]=23)[CH:49]=[N:48]1)[CH:44]([CH3:46])[CH3:45]. (5) Reactant: F[C:2]1[N:7]2[CH:8]=[C:9]([CH2:11][N:12]3[C@H:25]4[C@H:16]([CH2:17][CH2:18][C:19]5[C:24]4=[N:23][CH:22]=[CH:21][CH:20]=5)[CH2:15][CH2:14][CH2:13]3)[N:10]=[C:6]2[CH:5]=[CH:4][CH:3]=1.[CH3:26][N:27]1[CH2:32][CH2:31][CH:30]([NH2:33])[CH2:29][CH2:28]1. Product: [N:12]1([CH2:11][C:9]2[N:10]=[C:6]3[CH:5]=[CH:4][CH:3]=[C:2]([NH:33][CH:30]4[CH2:31][CH2:32][N:27]([CH3:26])[CH2:28][CH2:29]4)[N:7]3[CH:8]=2)[C@H:25]2[C@H:16]([CH2:17][CH2:18][C:19]3[C:24]2=[N:23][CH:22]=[CH:21][CH:20]=3)[CH2:15][CH2:14][CH2:13]1. The catalyst class is: 16. (6) Reactant: [Br:1][C:2]1[CH:11]=[CH:10][C:5]([C:6]([O:8]C)=O)=[CH:4][C:3]=1[CH3:12].[Cl-].[Na+].[CH2:15]([Mg]Br)[CH3:16].Cl.O1CC[CH2:22][CH2:21]1. Product: [Br:1][C:2]1[CH:11]=[CH:10][C:5]([C:6]([OH:8])([CH2:15][CH3:16])[CH2:21][CH3:22])=[CH:4][C:3]=1[CH3:12]. The catalyst class is: 27.